Dataset: Forward reaction prediction with 1.9M reactions from USPTO patents (1976-2016). Task: Predict the product of the given reaction. (1) The product is: [CH3:30][N:2]([CH3:1])[C:3]1[CH:4]=[C:5]([O:28][CH3:29])[C:6]([NH:12][C:13]2[N:18]=[C:17]([N:19]3[CH:23]=[C:22]([CH3:24])[C:21]([CH2:25][N:33]([CH3:34])[CH3:32])=[CH:20]3)[C:16]([F:27])=[CH:15][N:14]=2)=[CH:7][C:8]=1[NH:9][C:5](=[O:28])[CH:4]=[CH2:3]. Given the reactants [CH3:1][N:2]([CH3:30])[C:3]1[C:8]([N+:9]([O-])=O)=[CH:7][C:6]([NH:12][C:13]2[N:18]=[C:17]([N:19]3[CH:23]=[C:22]([CH3:24])[C:21]([CH:25]=O)=[CH:20]3)[C:16]([F:27])=[CH:15][N:14]=2)=[C:5]([O:28][CH3:29])[CH:4]=1.Cl.[CH3:32][NH:33][CH3:34], predict the reaction product. (2) Given the reactants [F:1][C:2]1([F:12])[CH2:7][N:6]2[C:8]([NH2:11])=[N:9]C[C:5]2=[N:4][CH2:3]1.Br[C:14]1[CH:15]=[C:16]([CH:24]=[CH:25][C:26]=1[F:27])[CH2:17][C:18]1[CH:23]=[CH:22][N:21]=[CH:20][CH:19]=1.[F:28][C:29]1[C:34](B(O)O)=[CH:33][CH:32]=[CH:31][N:30]=1.[C:38](=[O:41])([O-])[O-:39].[Cs+].[Cs+], predict the reaction product. The product is: [C:38]([OH:39])(=[O:41])[CH3:2].[F:1][C:2]1([F:12])[CH2:7][N:6]2[C:8]([NH2:11])=[N:9][C:17]([C:16]3[CH:24]=[CH:25][C:26]([F:27])=[C:14]([C:34]4[C:29]([F:28])=[N:30][CH:31]=[CH:32][CH:33]=4)[CH:15]=3)([C:18]3[CH:23]=[CH:22][N:21]=[CH:20][CH:19]=3)[C:5]2=[N:4][CH2:3]1. (3) Given the reactants CC(N[C:5]1[CH:10]=[C:9](S([O-])(=O)=O)[CH:8]=[C:7]2[CH:15]=[C:16](S([O-])(=O)=O)/[C:17](/[C:26](=[O:27])[C:6]=12)=[N:18]\[NH:19][C:20]1[CH:25]=[CH:24][CH:23]=[CH:22][CH:21]=1)=O.[Na+:32].[Na+].CCN(C1C=CC(C(C2C=CC(N(CC3C=CC=C([S:44]([O-:47])(=[O:46])=[O:45])C=3)CC)=CC=2)=C2C=CC(=[N+](C)C)C=C2)=CC=1)CC1C=CC=C([S:44]([O-:47])(=[O:46])=[O:45])C=1.[Na+].C1C(S([O-])(=O)=[O:92])=CC2C([O-])=C([N+]([O-])=O)C=C([N+]([O-])=O)C=2C=1.[Na+].[Na+], predict the reaction product. The product is: [CH:8]1[CH:9]=[C:10]2[CH:5]=[CH:6][C:26](/[C:17](=[N:18]\[NH:19][C:20]3[CH:21]=[C:22]([S:44]([O-:47])(=[O:46])=[O:45])[CH:23]=[CH:24][C:25]=3[OH:92])/[C:16]2=[CH:15][CH:7]=1)=[O:27].[Na+:32]. (4) Given the reactants C([O:8][C:9]1[C:21]2[C:20]3[C:15](=[CH:16][CH:17]=[CH:18][CH:19]=3)[N:14]([CH2:22][CH2:23][O:24][CH3:25])[C:13]=2[CH:12]=[CH:11][CH:10]=1)C1C=CC=CC=1, predict the reaction product. The product is: [CH3:25][O:24][CH2:23][CH2:22][N:14]1[C:13]2[CH:12]=[CH:11][CH:10]=[C:9]([OH:8])[C:21]=2[C:20]2[C:15]1=[CH:16][CH:17]=[CH:18][CH:19]=2.